Task: Predict the product of the given reaction.. Dataset: Forward reaction prediction with 1.9M reactions from USPTO patents (1976-2016) (1) The product is: [CH3:1][O:2][C:3]1[CH:8]=[CH:7][N:6]=[C:5]([CH2:9][CH2:10][C:11]([OH:13])=[O:12])[CH:4]=1.[NH2:14][C:15]1[C:20]([NH2:21])=[CH:19][C:18]([CH2:22][CH2:23][C:24]2[CH:29]=[CH:28][CH:27]=[CH:26][CH:25]=2)=[CH:17][N:16]=1.[CH3:1][O:2][C:3]1[CH:8]=[CH:7][N:6]=[C:5]([CH2:9][CH2:10][C:11]2[NH:14][C:15]3=[N:16][CH:17]=[C:18]([CH2:22][CH2:23][C:24]4[CH:25]=[CH:26][CH:27]=[CH:28][CH:29]=4)[CH:19]=[C:20]3[N:21]=2)[CH:4]=1. Given the reactants [CH3:1][O:2][C:3]1[CH:8]=[CH:7][N:6]=[C:5]([CH2:9][CH2:10][C:11]([OH:13])=[O:12])[CH:4]=1.[NH2:14][C:15]1[C:20]([NH2:21])=[CH:19][C:18]([CH2:22][CH2:23][C:24]2[CH:29]=[CH:28][CH:27]=[CH:26][CH:25]=2)=[CH:17][N:16]=1, predict the reaction product. (2) Given the reactants [CH3:1][N:2]([CH2:18][C:19]([OH:21])=O)[NH:3][C:4](=[O:17])[NH:5][CH2:6][C:7]1[C:16]2[C:11](=[CH:12][CH:13]=[CH:14][CH:15]=2)[CH:10]=[CH:9][CH:8]=1.[NH2:22][C@@H:23]([CH2:46][C:47]([NH:49][C:50]([C:63]1[CH:68]=[CH:67][CH:66]=[CH:65][CH:64]=1)([C:57]1[CH:62]=[CH:61][CH:60]=[CH:59][CH:58]=1)[C:51]1[CH:56]=[CH:55][CH:54]=[CH:53][CH:52]=1)=[O:48])[C:24]([N:26]([CH2:36][C:37]1[C:38]2[CH:45]=[CH:44][CH:43]=[CH:42][C:39]=2[S:40][CH:41]=1)[C@@H:27]([CH3:35])[CH:28]([O:32][CH2:33][CH3:34])[O:29][CH2:30][CH3:31])=[O:25], predict the reaction product. The product is: [S:40]1[CH:41]=[C:37]([CH2:36][N:26]([C@@H:27]([CH3:35])[CH:28]([O:29][CH2:30][CH3:31])[O:32][CH2:33][CH3:34])[C:24](=[O:25])[C@@H:23]([NH:22][C:19](=[O:21])[CH2:18][N:2]([CH3:1])[NH:3][C:4]([NH:5][CH2:6][C:7]2[C:16]3[C:11](=[CH:12][CH:13]=[CH:14][CH:15]=3)[CH:10]=[CH:9][CH:8]=2)=[O:17])[CH2:46][C:47](=[O:48])[NH:49][C:50]([C:51]2[CH:52]=[CH:53][CH:54]=[CH:55][CH:56]=2)([C:63]2[CH:68]=[CH:67][CH:66]=[CH:65][CH:64]=2)[C:57]2[CH:58]=[CH:59][CH:60]=[CH:61][CH:62]=2)[C:38]2[CH:45]=[CH:44][CH:43]=[CH:42][C:39]1=2. (3) Given the reactants [O:1]1[CH2:6][CH2:5][CH:4]([N:7]2[CH2:12][CH2:11][CH:10]([NH:13]C(=O)OC(C)(C)C)[CH2:9][CH2:8]2)[CH2:3][CH2:2]1.Cl, predict the reaction product. The product is: [O:1]1[CH2:2][CH2:3][CH:4]([N:7]2[CH2:12][CH2:11][CH:10]([NH2:13])[CH2:9][CH2:8]2)[CH2:5][CH2:6]1. (4) Given the reactants Cl[C:2]1[N:7]=[C:6]([NH:8][C@H:9]([CH2:13][CH:14]([CH3:16])[CH3:15])[C:10]([NH2:12])=[O:11])[CH:5]=[N:4][C:3]=1[C:17]#[N:18].[O:19]1[C:23]([C:24]2[CH:30]=[CH:29][C:27]([NH2:28])=[CH:26][CH:25]=2)=[CH:22][CH:21]=[N:20]1.C([O-])([O-])=O.[K+].[K+].C1C=CC(P(C2C(C3C(P(C4C=CC=CC=4)C4C=CC=CC=4)=CC=C4C=3C=CC=C4)=C3C(C=CC=C3)=CC=2)C2C=CC=CC=2)=CC=1, predict the reaction product. The product is: [C:17]([C:3]1[N:4]=[CH:5][C:6]([NH:8][C@H:9]([CH2:13][CH:14]([CH3:16])[CH3:15])[C:10]([NH2:12])=[O:11])=[N:7][C:2]=1[NH:28][C:27]1[CH:26]=[CH:25][C:24]([C:23]2[O:19][N:20]=[CH:21][CH:22]=2)=[CH:30][CH:29]=1)#[N:18]. (5) Given the reactants [C:1]([O:5][C@@H:6]([C:12]1[C:13]([CH3:27])=[N:14][C:15]2[N:16]([N:19]=[C:20]([C:22]([O:24][CH2:25][CH3:26])=[O:23])[CH:21]=2)[C:17]=1I)[C:7]([O:9][CH2:10][CH3:11])=[O:8])([CH3:4])([CH3:3])[CH3:2].[Si:28]([O:45][C@H:46]([CH3:59])[CH2:47][CH2:48][CH2:49][CH2:50][O:51][C:52]1([CH3:58])[CH2:57][CH2:56][NH:55][CH2:54][CH2:53]1)([C:41]([CH3:44])([CH3:43])[CH3:42])([C:35]1[CH:40]=[CH:39][CH:38]=[CH:37][CH:36]=1)[C:29]1[CH:34]=[CH:33][CH:32]=[CH:31][CH:30]=1.CCN(C(C)C)C(C)C, predict the reaction product. The product is: [C:1]([O:5][C@@H:6]([C:12]1[C:13]([CH3:27])=[N:14][C:15]2[N:16]([N:19]=[C:20]([C:22]([O:24][CH2:25][CH3:26])=[O:23])[CH:21]=2)[C:17]=1[N:55]1[CH2:56][CH2:57][C:52]([O:51][CH2:50][CH2:49][CH2:48][CH2:47][C@H:46]([O:45][Si:28]([C:41]([CH3:42])([CH3:44])[CH3:43])([C:29]2[CH:30]=[CH:31][CH:32]=[CH:33][CH:34]=2)[C:35]2[CH:40]=[CH:39][CH:38]=[CH:37][CH:36]=2)[CH3:59])([CH3:58])[CH2:53][CH2:54]1)[C:7]([O:9][CH2:10][CH3:11])=[O:8])([CH3:4])([CH3:3])[CH3:2]. (6) Given the reactants [Br:1][C:2]1[CH:7]=[C:6]([N+:8]([O-:10])=[O:9])[C:5]([CH3:11])=[CH:4][C:3]=1Br.[F:13][C:14]1[CH:19]=[C:18]([F:20])[CH:17]=[CH:16][C:15]=1[OH:21].C([O-])([O-])=O.[K+].[K+], predict the reaction product. The product is: [Br:1][C:2]1[CH:7]=[C:6]([N+:8]([O-:10])=[O:9])[C:5]([CH3:11])=[CH:4][C:3]=1[O:21][C:15]1[CH:16]=[CH:17][C:18]([F:20])=[CH:19][C:14]=1[F:13].